This data is from Reaction yield outcomes from USPTO patents with 853,638 reactions. The task is: Predict the reaction yield, written as a fraction of the theoretical maximum amount of product (1.0 means a 100% yield; for example, 0.34 means a 34% yield). (1) The reactants are [CH2:1]([C:3]([C:22]1[CH:27]=[CH:26][C:25]([OH:28])=[C:24]([CH3:29])[CH:23]=1)([C:6]1[CH:11]=[CH:10][C:9]([C:12]#[C:13][CH:14]([C:16]2([CH2:19][CH3:20])[CH2:18][CH2:17]2)[OH:15])=[C:8]([CH3:21])[CH:7]=1)[CH2:4][CH3:5])[CH3:2]. The catalyst is CCOC(C)=O.CO.[Pd]. The product is [CH2:1]([C:3]([C:22]1[CH:27]=[CH:26][C:25]([OH:28])=[C:24]([CH3:29])[CH:23]=1)([C:6]1[CH:11]=[CH:10][C:9]([CH2:12][CH2:13][CH:14]([OH:15])[C:16]2([CH2:19][CH3:20])[CH2:18][CH2:17]2)=[C:8]([CH3:21])[CH:7]=1)[CH2:4][CH3:5])[CH3:2]. The yield is 0.870. (2) The reactants are [CH3:1][O:2][C:3]([C:5]1[CH:10]=[CH:9][CH:8]=[CH:7][C:6]=1[S:11][CH2:12][CH2:13][C:14]1[CH:24]=[CH:23][C:17]([O:18][CH2:19][C:20]([OH:22])=O)=[CH:16][CH:15]=1)=[O:4].[F:25][C:26]1[CH:35]=[CH:34][CH:33]=[CH:32][C:27]=1[CH2:28][NH:29][CH2:30][CH3:31].F[B-](F)(F)F.N1(OC(N(C)C)=[N+](C)C)C2C=CC=CC=2N=N1.C(N(C(C)C)C(C)C)C. The catalyst is C(Cl)Cl. The product is [CH2:30]([N:29]([CH2:28][C:27]1[CH:32]=[CH:33][CH:34]=[CH:35][C:26]=1[F:25])[C:20](=[O:22])[CH2:19][O:18][C:17]1[CH:16]=[CH:15][C:14]([CH2:13][CH2:12][S:11][C:6]2[CH:7]=[CH:8][CH:9]=[CH:10][C:5]=2[C:3]([O:2][CH3:1])=[O:4])=[CH:24][CH:23]=1)[CH3:31]. The yield is 0.291. (3) The reactants are [NH2:1][C:2]1[N:7]=[CH:6][N:5]=[C:4]2[N:8]([CH:20]([C:22]3[O:23][C:24]4[C:29]([C:30](=[O:39])[C:31]=3[C:32]3[CH:37]=[CH:36][CH:35]=[C:34]([F:38])[CH:33]=3)=[CH:28][CH:27]=[CH:26][CH:25]=4)[CH3:21])[N:9]=[C:10]([C:11]3[CH:16]=[CH:15][C:14]([F:17])=[CH:13][C:12]=3[O:18]C)[C:3]=12. The product is [NH2:1][C:2]1[N:7]=[CH:6][N:5]=[C:4]2[N:8]([CH:20]([C:22]3[O:23][C:24]4[C:29]([C:30](=[O:39])[C:31]=3[C:32]3[CH:37]=[CH:36][CH:35]=[C:34]([F:38])[CH:33]=3)=[CH:28][CH:27]=[CH:26][CH:25]=4)[CH3:21])[N:9]=[C:10]([C:11]3[CH:16]=[CH:15][C:14]([F:17])=[CH:13][C:12]=3[OH:18])[C:3]=12. The yield is 0.350. The catalyst is ClCCl.B(Br)(Br)Br. (4) The reactants are C([Si](C1C=CC=CC=1)(C1C=CC=CC=1)[O:6][CH2:7][C:8]([C:11]1[CH:15]=[C:14]([NH:16][C:17](=[O:32])[C:18]([CH3:31])([S:20]([CH2:23][CH:24]2[CH2:29][CH2:28][C:27](=[O:30])[CH2:26][CH2:25]2)(=[O:22])=[O:21])[CH3:19])[O:13][N:12]=1)([CH3:10])[CH3:9])(C)(C)C.[F-].C([N+](CCCC)(CCCC)CCCC)CCC. The catalyst is C1COCC1. The product is [OH:6][CH2:7][C:8]([C:11]1[CH:15]=[C:14]([NH:16][C:17](=[O:32])[C:18]([CH3:31])([S:20]([CH2:23][CH:24]2[CH2:25][CH2:26][C:27](=[O:30])[CH2:28][CH2:29]2)(=[O:22])=[O:21])[CH3:19])[O:13][N:12]=1)([CH3:10])[CH3:9]. The yield is 0.410. (5) The reactants are [CH3:1][O:2][C:3](=[O:30])[C:4](=[C:16]1[CH2:21][CH2:20][CH:19]([NH:22][C:23]([O:25][C:26]([CH3:29])([CH3:28])[CH3:27])=[O:24])[CH2:18][CH2:17]1)[NH:5]C(OCC1C=CC=CC=1)=O. The catalyst is CO.[Pd]. The product is [NH2:5][CH:4]([CH:16]1[CH2:21][CH2:20][CH:19]([NH:22][C:23]([O:25][C:26]([CH3:29])([CH3:28])[CH3:27])=[O:24])[CH2:18][CH2:17]1)[C:3]([O:2][CH3:1])=[O:30]. The yield is 1.06. (6) The reactants are C(O/[N:5]=[C:6](/[C:8]1[CH:9]=[C:10]([C:15]2([C:18]([O:20][CH3:21])=[O:19])[CH2:17][CH2:16]2)[CH:11]=[CH:12][C:13]=1[OH:14])\[CH3:7])(=O)C.N1C=CC=CC=1.O. The catalyst is CN(C=O)C. The product is [CH3:7][C:6]1[C:8]2[CH:9]=[C:10]([C:15]3([C:18]([O:20][CH3:21])=[O:19])[CH2:17][CH2:16]3)[CH:11]=[CH:12][C:13]=2[O:14][N:5]=1. The yield is 0.820. (7) The reactants are [Br:1][C:2]1[CH:3]=[C:4]([CH:8]([NH:12]S(C(C)(C)C)=O)[CH2:9][CH2:10][CH3:11])[CH:5]=[N:6][CH:7]=1.Cl. No catalyst specified. The product is [Br:1][C:2]1[CH:3]=[C:4]([CH:8]([NH2:12])[CH2:9][CH2:10][CH3:11])[CH:5]=[N:6][CH:7]=1. The yield is 0.860.